This data is from hERG potassium channel inhibition data for cardiac toxicity prediction from Karim et al.. The task is: Regression/Classification. Given a drug SMILES string, predict its toxicity properties. Task type varies by dataset: regression for continuous values (e.g., LD50, hERG inhibition percentage) or binary classification for toxic/non-toxic outcomes (e.g., AMES mutagenicity, cardiotoxicity, hepatotoxicity). Dataset: herg_karim. (1) The drug is O=C(c1ccc(F)cc1)N1CCc2nc(COc3cccc(F)c3)oc2C1. The result is 0 (non-blocker). (2) The compound is Cc1cc(C(=O)O)ccc1-c1ccc(N2C(=O)N(c3ncccn3)C3(CCN(Cc4ncccc4C)CC3)C2=O)cc1. The result is 0 (non-blocker). (3) The molecule is COc1ccc([C@H]2CN(CCc3ccc(OC)c(OC)c3)C[C@@H]2CCc2cc3ccc(Cl)cc3[nH]2)cc1. The result is 1 (blocker). (4) The molecule is CCOc1ccccc1C[C@@H](c1ccccc1)N1CCNCC1. The result is 0 (non-blocker). (5) The molecule is COc1ccc2nc(C)n(-c3ccc(OC4CCN(C5CCC5)CC4)cc3)c(=O)c2c1. The result is 0 (non-blocker). (6) The compound is Clc1ccc(CC2CC[N+](CCc3ccccc3)(CCc3ccccc3)CC2)cc1. The result is 1 (blocker). (7) The compound is CC(C)COCC(CN(Cc1ccccc1)c1ccccc1)N1CCCC1. The result is 1 (blocker).